Dataset: Full USPTO retrosynthesis dataset with 1.9M reactions from patents (1976-2016). Task: Predict the reactants needed to synthesize the given product. (1) The reactants are: [CH:1]1([NH:7][C:8]2[C:13]([C:14](O)=[O:15])=[C:12]([CH3:17])[N:11]=[C:10]3[N:18]([CH2:21][CH3:22])[N:19]=[CH:20][C:9]=23)[CH2:6][CH2:5][CH2:4][CH2:3][CH2:2]1.Cl.[CH3:24][NH:25][O:26][CH3:27].OC1C2N=NNC=2C=CC=1.CN1CCOCC1.Cl.C(N=C=NCCCN(C)C)C. Given the product [CH:1]1([NH:7][C:8]2[C:13]([C:14]([N:25]([O:26][CH3:27])[CH3:24])=[O:15])=[C:12]([CH3:17])[N:11]=[C:10]3[N:18]([CH2:21][CH3:22])[N:19]=[CH:20][C:9]=23)[CH2:6][CH2:5][CH2:4][CH2:3][CH2:2]1, predict the reactants needed to synthesize it. (2) Given the product [Br:18][C:19]1[CH:20]=[CH:21][C:22]([C@H:25]([NH:27][C:14](=[O:16])[CH2:13][C:10]2[CH:9]=[CH:8][C:7]([C:3]3[CH:4]=[N:5][O:6][C:2]=3[CH3:1])=[CH:12][CH:11]=2)[CH3:26])=[N:23][CH:24]=1, predict the reactants needed to synthesize it. The reactants are: [CH3:1][C:2]1[O:6][N:5]=[CH:4][C:3]=1[C:7]1[CH:12]=[CH:11][C:10]([CH2:13][C:14]([OH:16])=O)=[CH:9][CH:8]=1.Cl.[Br:18][C:19]1[CH:20]=[CH:21][C:22]([C@H:25]([NH2:27])[CH3:26])=[N:23][CH:24]=1.C1C=NC2N(O)N=NC=2C=1.C(Cl)CCl.CCN(C(C)C)C(C)C. (3) The reactants are: [C:1]1([CH3:17])[CH:6]=[CH:5][CH:4]=[CH:3][C:2]=1[N:7]1[CH:11]=[N:10][C:9]([C:12]([O:14]CC)=[O:13])=[N:8]1.[Li+].[OH-].CO.Cl. Given the product [C:1]1([CH3:17])[CH:6]=[CH:5][CH:4]=[CH:3][C:2]=1[N:7]1[CH:11]=[N:10][C:9]([C:12]([OH:14])=[O:13])=[N:8]1, predict the reactants needed to synthesize it. (4) Given the product [C:35]1([CH3:38])[CH:34]=[CH:33][C:32]([C:30]2[N:29]=[C:28]([C:39]3[CH:44]=[CH:43][C:42]([CH3:45])=[CH:41][CH:40]=3)[N:27]=[C:26]([C:21]3[CH:20]=[C:19]([C:61]4[CH:60]=[CH:59][C:58]([C:53]5[CH:54]=[CH:55][CH:56]=[CH:57][N:52]=5)=[CH:63][CH:62]=4)[CH:24]=[C:23]([C:13]4[C:14]5[C:5]([C:6]6[CH:7]=[CH:8][CH:9]=[CH:10][C:11]=6[CH:12]=4)=[CH:4][CH:3]=[CH:2][CH:1]=5)[CH:22]=3)[N:31]=2)=[CH:37][CH:36]=1, predict the reactants needed to synthesize it. The reactants are: [CH:1]1[C:14]2[CH:13]=[C:12](B(O)O)[C:11]3[C:6](=[CH:7][CH:8]=[CH:9][CH:10]=3)[C:5]=2[CH:4]=[CH:3][CH:2]=1.Br[C:19]1[CH:20]=[C:21]([C:26]2[N:31]=[C:30]([C:32]3[CH:37]=[CH:36][C:35]([CH3:38])=[CH:34][CH:33]=3)[N:29]=[C:28]([C:39]3[CH:44]=[CH:43][C:42]([CH3:45])=[CH:41][CH:40]=3)[N:27]=2)[CH:22]=[C:23](Br)[CH:24]=1.C([O-])([O-])=O.[K+].[K+].[N:52]1[CH:57]=[CH:56][CH:55]=[CH:54][C:53]=1[C:58]1[CH:63]=[CH:62][C:61](B(O)O)=[CH:60][CH:59]=1. (5) Given the product [CH2:23]([N:21]1[CH:22]=[C:18]([CH2:17][O:16][C:14]([C:13]2[CH:12]=[CH:11][C:10]([S:9][C:7]([CH3:32])([CH3:8])[C:6]([OH:33])=[O:5])=[CH:31][CH:30]=2)=[O:15])[N:19]=[N:20]1)[C:24]1[CH:29]=[CH:28][CH:27]=[CH:26][CH:25]=1, predict the reactants needed to synthesize it. The reactants are: C([O:5][C:6](=[O:33])[C:7]([CH3:32])([S:9][C:10]1[CH:31]=[CH:30][C:13]([C:14]([O:16][CH2:17][C:18]2[N:19]=[N:20][N:21]([CH2:23][C:24]3[CH:29]=[CH:28][CH:27]=[CH:26][CH:25]=3)[CH:22]=2)=[O:15])=[CH:12][CH:11]=1)[CH3:8])(C)(C)C.Cl. (6) The reactants are: [Br:1][C:2]1[C:3]([O:9][CH3:10])=[N:4][C:5](Cl)=[N:6][CH:7]=1.[F:11][C:12]1[CH:13]=[C:14]([CH:16]=[CH:17][CH:18]=1)[NH2:15].FC(F)(F)C(O)=O.O. Given the product [Br:1][C:2]1[C:3]([O:9][CH3:10])=[N:4][C:5]([NH:15][C:14]2[CH:16]=[CH:17][CH:18]=[C:12]([F:11])[CH:13]=2)=[N:6][CH:7]=1, predict the reactants needed to synthesize it. (7) Given the product [CH3:31][N:15]([C:16]1[CH:21]=[CH:20][N:19]=[C:18]([NH:22][CH2:23][CH2:24][C:25]2[CH:30]=[CH:29][CH:28]=[CH:27][CH:26]=2)[N:17]=1)[C:12]1[CH:11]=[C:10]([C:32]2[CH:33]=[CH:34][CH:35]=[CH:36][CH:37]=2)[C:9](=[O:8])[NH:14][CH:13]=1, predict the reactants needed to synthesize it. The reactants are: C([O:8][C:9]1[N:14]=[CH:13][C:12]([N:15]([CH3:31])[C:16]2[CH:21]=[CH:20][N:19]=[C:18]([NH:22][CH2:23][CH2:24][C:25]3[CH:30]=[CH:29][CH:28]=[CH:27][CH:26]=3)[N:17]=2)=[CH:11][C:10]=1[C:32]1[CH:37]=[CH:36][CH:35]=[CH:34][CH:33]=1)C1C=CC=CC=1.Cl.